Dataset: Reaction yield outcomes from USPTO patents with 853,638 reactions. Task: Predict the reaction yield, written as a fraction of the theoretical maximum amount of product (1.0 means a 100% yield; for example, 0.34 means a 34% yield). (1) The reactants are [CH2:1]([N:3](CC)CC)C.[Cl:8][C:9]1[C:10]([CH2:23]O)=[CH:11][C:12]2[C:17]([CH:18]=1)=[CH:16][CH:15]=[CH:14][C:13]=2[CH2:19][N:20]([CH3:22])[CH3:21].CS(Cl)(=O)=O.[C-]#N.[K+]. The catalyst is C(Cl)Cl.O. The product is [Cl:8][C:9]1[C:10]([CH2:23][C:1]#[N:3])=[CH:11][C:12]2[C:17]([CH:18]=1)=[CH:16][CH:15]=[CH:14][C:13]=2[CH2:19][N:20]([CH3:22])[CH3:21]. The yield is 0.480. (2) The reactants are C1CCCCC=1.C([N:14]1[CH2:19][CH2:18][N:17]([CH:20]([CH2:23][OH:24])[CH2:21][OH:22])[CH2:16][CH2:15]1)C1C=CC=CC=1. The catalyst is C(O)C.[OH-].[OH-].[Pd+2]. The product is [N:17]1([CH:20]([CH2:21][OH:22])[CH2:23][OH:24])[CH2:18][CH2:19][NH:14][CH2:15][CH2:16]1. The yield is 0.980.